This data is from Catalyst prediction with 721,799 reactions and 888 catalyst types from USPTO. The task is: Predict which catalyst facilitates the given reaction. (1) Reactant: CC(C)([O-])C.[K+].[Cl:7][C:8]1[CH:13]=[CH:12][C:11]([C:14]2[CH:19]=[CH:18][C:17]([CH3:20])=[C:16]([CH2:21][C:22]([NH:24][C:25]3([C:33]([O:35]C)=O)[CH2:30][CH2:29][C:28]([F:32])([F:31])[CH2:27][CH2:26]3)=[O:23])[CH:15]=2)=[CH:10][CH:9]=1.Cl. Product: [Cl:7][C:8]1[CH:13]=[CH:12][C:11]([C:14]2[CH:19]=[CH:18][C:17]([CH3:20])=[C:16]([C:21]3[C:22](=[O:23])[NH:24][C:25]4([CH2:30][CH2:29][C:28]([F:31])([F:32])[CH2:27][CH2:26]4)[C:33]=3[OH:35])[CH:15]=2)=[CH:10][CH:9]=1. The catalyst class is: 80. (2) Reactant: [F:1][C:2]1[CH:3]=[C:4]([C@H:9]2[CH2:13][CH2:12][CH2:11][N:10]2C(OC(C)(C)C)=O)[CH:5]=[C:6]([OH:8])[CH:7]=1.[ClH:21].O1CCOCC1. Product: [ClH:21].[F:1][C:2]1[CH:7]=[C:6]([OH:8])[CH:5]=[C:4]([C@H:9]2[CH2:13][CH2:12][CH2:11][NH:10]2)[CH:3]=1. The catalyst class is: 2.